Dataset: Reaction yield outcomes from USPTO patents with 853,638 reactions. Task: Predict the reaction yield, written as a fraction of the theoretical maximum amount of product (1.0 means a 100% yield; for example, 0.34 means a 34% yield). (1) The reactants are [Cl:1][C:2]1[C:10]([F:11])=[C:9]2[C:5]([C:6]([S:15][C:16]3[C:17]([F:27])=[C:18]([CH:24]=[CH:25][CH:26]=3)[C:19]([O:21][CH2:22][CH3:23])=[O:20])=[C:7]([CH:12]3[CH2:14][CH2:13]3)[NH:8]2)=[CH:4][CH:3]=1.Br[CH2:29][C:30]([O:32][C:33]([CH3:36])([CH3:35])[CH3:34])=[O:31].C([O-])([O-])=O.[Cs+].[Cs+]. The catalyst is CN(C=O)C.[N+](CCCC)(CCCC)(CCCC)CCCC.[Br-].O. The product is [C:33]([O:32][C:30](=[O:31])[CH2:29][N:8]1[C:9]2[C:5](=[CH:4][CH:3]=[C:2]([Cl:1])[C:10]=2[F:11])[C:6]([S:15][C:16]2[C:17]([F:27])=[C:18]([CH:24]=[CH:25][CH:26]=2)[C:19]([O:21][CH2:22][CH3:23])=[O:20])=[C:7]1[CH:12]1[CH2:13][CH2:14]1)([CH3:36])([CH3:35])[CH3:34]. The yield is 0.930. (2) The reactants are [C:1]([N:4]1[C:13]2[C:8](=[CH:9][CH:10]=[CH:11][CH:12]=2)[C:7](=[N:14][C:15]2[CH:20]=[CH:19][C:18]([CH2:21][O:22][Si:23]([C:36]([CH3:39])([CH3:38])[CH3:37])([C:30]3[CH:35]=[CH:34][CH:33]=[CH:32][CH:31]=3)[C:24]3[CH:29]=[CH:28][CH:27]=[CH:26][CH:25]=3)=[CH:17][CH:16]=2)[CH2:6][CH:5]1[CH3:40])(=[O:3])[CH3:2].[BH4-].[Na+].O.O.O.O.O.O.O.[Cl-].[Cl-].[Cl-].[Ce+3].Cl.C(=O)([O-])O.[Na+]. The catalyst is CO. The product is [C:1]([N:4]1[C:13]2[C:8](=[CH:9][CH:10]=[CH:11][CH:12]=2)[CH:7]([NH:14][C:15]2[CH:20]=[CH:19][C:18]([CH2:21][O:22][Si:23]([C:36]([CH3:39])([CH3:38])[CH3:37])([C:24]3[CH:29]=[CH:28][CH:27]=[CH:26][CH:25]=3)[C:30]3[CH:31]=[CH:32][CH:33]=[CH:34][CH:35]=3)=[CH:17][CH:16]=2)[CH2:6][CH:5]1[CH3:40])(=[O:3])[CH3:2]. The yield is 0.850. (3) The reactants are [Cl:1][C:2]1[CH:7]=[CH:6][C:5]([C:8](=O)[CH:9]([CH2:12][CH3:13])[C:10]#[N:11])=[CH:4][CH:3]=1.[NH2:15][NH2:16]. The catalyst is C(O)C. The product is [Cl:1][C:2]1[CH:3]=[CH:4][C:5]([C:8]2[C:9]([CH2:12][CH3:13])=[C:10]([NH2:11])[NH:16][N:15]=2)=[CH:6][CH:7]=1. The yield is 0.684. (4) The reactants are [CH:1]([C:3]1[CH:4]=[C:5]2[C:10](=[CH:11][CH:12]=1)[O:9][CH2:8][CH2:7][CH2:6]2)=[CH2:2].B1C2CCCC1CCC2.C1C[O:25]CC1. No catalyst specified. The product is [OH:25][CH2:2][CH2:1][C:3]1[CH:4]=[C:5]2[C:10](=[CH:11][CH:12]=1)[O:9][CH2:8][CH2:7][CH2:6]2. The yield is 0.240.